Dataset: Reaction yield outcomes from USPTO patents with 853,638 reactions. Task: Predict the reaction yield, written as a fraction of the theoretical maximum amount of product (1.0 means a 100% yield; for example, 0.34 means a 34% yield). (1) The reactants are [F:1][C:2]1[CH:3]=[C:4]([B:10]([OH:12])[OH:11])[CH:5]=[C:6]([F:9])[C:7]=1[F:8].[CH3:13][C:14]([CH2:18]O)([CH2:16]O)[CH3:15]. No catalyst specified. The product is [CH3:13][C:14]1([CH3:18])[CH2:16][O:11][B:10]([C:4]2[CH:5]=[C:6]([F:9])[C:7]([F:8])=[C:2]([F:1])[CH:3]=2)[O:12][CH2:15]1. The yield is 0.340. (2) The reactants are [CH2:1]([O:8][C:9]1[CH:16]=[CH:15][C:12]([CH:13]=O)=[CH:11][CH:10]=1)[C:2]1[CH:7]=[CH:6][CH:5]=[CH:4][CH:3]=1.[CH:17]1([NH:25][OH:26])[CH2:24][CH2:23][CH2:22][CH2:21][CH2:20][CH2:19][CH2:18]1.Cl.O. The catalyst is CO. The product is [CH2:1]([O:8][C:9]1[CH:16]=[CH:15][C:12]([CH:13]=[N+:25]([CH:17]2[CH2:24][CH2:23][CH2:22][CH2:21][CH2:20][CH2:19][CH2:18]2)[O-:26])=[CH:11][CH:10]=1)[C:2]1[CH:7]=[CH:6][CH:5]=[CH:4][CH:3]=1. The yield is 0.470.